Dataset: Reaction yield outcomes from USPTO patents with 853,638 reactions. Task: Predict the reaction yield, written as a fraction of the theoretical maximum amount of product (1.0 means a 100% yield; for example, 0.34 means a 34% yield). (1) The reactants are [F:1][C:2]1([C:12](OC)=[O:13])[CH:9]2[CH2:10][CH:5]3[CH2:6][CH:7]([CH2:11][CH:3]1[CH2:4]3)[CH2:8]2.CO.[BH4-].[Li+].[Cl-].[NH4+]. The catalyst is O1CCCC1. The product is [F:1][C:2]1([CH2:12][OH:13])[CH:9]2[CH2:10][CH:5]3[CH2:6][CH:7]([CH2:11][CH:3]1[CH2:4]3)[CH2:8]2. The yield is 0.880. (2) The reactants are [CH3:1][C:2]1[CH:6]=[C:5]([CH3:7])[N:4]([CH2:8][C:9]([N:11]2[CH2:16][CH2:15][N:14]([C:17]3[CH:22]=[CH:21][CH:20]=[CH:19][C:18]=3[N+:23]([O-])=O)[CH2:13][CH2:12]2)=[O:10])[N:3]=1.[BH4-].[Na+]. The catalyst is [Pd].CO. The product is [NH2:23][C:18]1[CH:19]=[CH:20][CH:21]=[CH:22][C:17]=1[N:14]1[CH2:15][CH2:16][N:11]([C:9](=[O:10])[CH2:8][N:4]2[C:5]([CH3:7])=[CH:6][C:2]([CH3:1])=[N:3]2)[CH2:12][CH2:13]1. The yield is 0.930.